Dataset: Retrosynthesis with 50K atom-mapped reactions and 10 reaction types from USPTO. Task: Predict the reactants needed to synthesize the given product. (1) Given the product Cc1cc(C#Cc2ccc(-c3ccc(Cl)cc3)cn2)ccc1OCCN(CC1CC1)C[C@H](O)CO, predict the reactants needed to synthesize it. The reactants are: Cc1cc(C#Cc2ccc(-c3ccc(Cl)cc3)cn2)ccc1OCCNCC1CC1.OC[C@@H](O)CCl. (2) Given the product C#CCC(C(=O)O)c1c(C)nc2sc3c(c2c1-c1ccc(C)cc1)CCCC3, predict the reactants needed to synthesize it. The reactants are: C#CCC(C(=O)OC)c1c(C)nc2sc3c(c2c1-c1ccc(C)cc1)CCCC3. (3) Given the product CC(C)(C)OC(=O)[C@@H]1CCCN1c1ncccc1-c1ccc(Cl)c(C(=O)NCC23CC4CC(CC(C4)C2)C3)c1, predict the reactants needed to synthesize it. The reactants are: CC(C)(C)OC(=O)[C@@H]1CCCN1c1ncccc1Br.O=C(NCC12CC3CC(CC(C3)C1)C2)c1cc(B(O)O)ccc1Cl. (4) Given the product CCOc1cc2ccc(=O)oc2cc1OCCCN1CCN(c2ccccc2)CC1, predict the reactants needed to synthesize it. The reactants are: CCOc1cc2ccc(=O)oc2cc1OCCCOS(C)(=O)=O.c1ccc(N2CCNCC2)cc1. (5) Given the product O=c1ccc2ccc(OCc3ccccc3)cc2[nH]1, predict the reactants needed to synthesize it. The reactants are: BrCc1ccccc1.O=c1ccc2ccc(O)cc2[nH]1.